This data is from Forward reaction prediction with 1.9M reactions from USPTO patents (1976-2016). The task is: Predict the product of the given reaction. (1) Given the reactants [F:1][C:2]1[CH:7]=[CH:6][C:5]([C:8]2[CH2:9][CH2:10][CH2:11][C:12]3[CH:25]=[C:24]([OH:26])[CH:23]=[CH:22][C:13]=3[C:14]=2[CH2:15][CH2:16][CH2:17][CH2:18][CH2:19][CH2:20]O)=[CH:4][C:3]=1[OH:27].C1(P(C2C=CC=CC=2)C2C=CC=CC=2)C=CC=CC=1.C(Br)(Br)(Br)[Br:48], predict the reaction product. The product is: [Br:48][CH2:20][CH2:19][CH2:18][CH2:17][CH2:16][CH2:15][C:14]1[C:13]2[CH:22]=[CH:23][C:24]([OH:26])=[CH:25][C:12]=2[CH2:11][CH2:10][CH2:9][C:8]=1[C:5]1[CH:6]=[CH:7][C:2]([F:1])=[C:3]([OH:27])[CH:4]=1. (2) Given the reactants [F:1][C:2]1[CH:3]=[CH:4][C:5]([C:8]2[C:12](/[CH:13]=[CH:14]/[C:15]3[S:16][C:17]([C:20]([OH:22])=O)=[CH:18][N:19]=3)=[C:11]([CH3:23])[O:10][N:9]=2)=[N:6][CH:7]=1.[CH2:24]([CH2:26][NH2:27])[OH:25], predict the reaction product. The product is: [OH:25][CH2:24][CH2:26][NH:27][C:20]([C:17]1[S:16][C:15](/[CH:14]=[CH:13]/[C:12]2[C:8]([C:5]3[CH:4]=[CH:3][C:2]([F:1])=[CH:7][N:6]=3)=[N:9][O:10][C:11]=2[CH3:23])=[N:19][CH:18]=1)=[O:22]. (3) The product is: [CH3:20][C@:14]12[CH2:13][CH2:12][C@H:11]3[C@@H:10]([CH2:9][CH2:8][C@@H:7]4[C@:2]3([CH3:1])[CH2:3][CH:4]=[CH:5][CH2:6]4)[C@@H:15]1[CH2:16][CH2:17][C:18]2=[O:19]. Given the reactants [CH3:1][C@@:2]12[C@H:11]3[CH2:12][CH2:13][C@:14]4([CH3:20])[C:18](=[O:19])[CH2:17][CH2:16][C@H:15]4[C@@H:10]3[CH2:9][CH2:8][C@H:7]1[CH2:6][C@@H:5](O)[CH2:4][CH2:3]2.C(N(S(F)(F)F)CC)C, predict the reaction product.